Dataset: Reaction yield outcomes from USPTO patents with 853,638 reactions. Task: Predict the reaction yield, written as a fraction of the theoretical maximum amount of product (1.0 means a 100% yield; for example, 0.34 means a 34% yield). (1) The yield is 0.980. The product is [CH3:5][O:4][C:1](=[O:6])[CH:15]([C:13]1[S:14][C:10]([Br:9])=[CH:11][CH:12]=1)[CH:16]=[O:21]. The reactants are [C:1](=[O:6])([O:4][CH3:5])OC.[H-].[Na+].[Br:9][C:10]1[S:14][C:13]([C:15](=O)[CH3:16])=[CH:12][CH:11]=1.C1C[O:21]CC1. No catalyst specified. (2) The reactants are [Br:1][C:2]1[CH:3]=[C:4]2[C:9](=[CH:10][CH:11]=1)[O:8][CH:7]([CH:12]1[CH2:17][CH2:16][CH2:15][O:14][CH2:13]1)[CH2:6][C:5]2=O.C[Si]([N:23]=[C:24]=[N:25][Si](C)(C)C)(C)C. The catalyst is C(Cl)Cl.Cl[Ti](Cl)(Cl)Cl. The product is [Br:1][C:2]1[CH:3]=[C:4]2[C:9](=[CH:10][CH:11]=1)[O:8][CH:7]([CH:12]1[CH2:17][CH2:16][CH2:15][O:14][CH2:13]1)[CH2:6]/[C:5]/2=[N:25]\[C:24]#[N:23]. The yield is 1.00. (3) The reactants are Cl.[NH2:2][N:3]1[CH2:7][CH:6]([C:8]2[CH:13]=[CH:12][C:11]([CH3:14])=[C:10]([CH3:15])[CH:9]=2)[N:5]([CH2:16][CH2:17][C:18]2[CH:23]=[CH:22][C:21]([O:24][CH3:25])=[CH:20][CH:19]=2)[C:4]1=[O:26].CCN(C(C)C)C(C)C.[CH3:36][S:37](Cl)(=[O:39])=[O:38]. The catalyst is ClCCl. The product is [CH3:36][S:37]([NH:2][N:3]1[CH2:7][CH:6]([C:8]2[CH:13]=[CH:12][C:11]([CH3:14])=[C:10]([CH3:15])[CH:9]=2)[N:5]([CH2:16][CH2:17][C:18]2[CH:19]=[CH:20][C:21]([O:24][CH3:25])=[CH:22][CH:23]=2)[C:4]1=[O:26])(=[O:39])=[O:38]. The yield is 0.480. (4) The reactants are [NH:1]1[C:9]2[C:4](=[C:5]([O:10][CH2:11][CH:12]3[O:14][CH2:13]3)[CH:6]=[CH:7][CH:8]=2)[CH:3]=[CH:2]1.[H-].[Na+].[S:17](Cl)([C:20]1[CH:26]=[CH:25][C:23]([CH3:24])=[CH:22][CH:21]=1)(=[O:19])=[O:18]. The catalyst is C1COCC1.O. The product is [S:17]([N:1]1[C:9]2[C:4](=[C:5]([O:10][CH2:11][CH:12]3[O:14][CH2:13]3)[CH:6]=[CH:7][CH:8]=2)[CH:3]=[CH:2]1)([C:20]1[CH:26]=[CH:25][C:23]([CH3:24])=[CH:22][CH:21]=1)(=[O:19])=[O:18]. The yield is 0.820.